This data is from Full USPTO retrosynthesis dataset with 1.9M reactions from patents (1976-2016). The task is: Predict the reactants needed to synthesize the given product. (1) Given the product [Cl:17][C:18]1[CH:23]=[CH:22][C:21]([Cl:24])=[CH:20][C:19]=1[S:25]([NH:15][C:12]1[CH:13]=[CH:14][C:9]([B:4]2[O:3][C:2]([CH3:16])([CH3:1])[C:6]([CH3:7])([CH3:8])[O:5]2)=[CH:10][CH:11]=1)(=[O:27])=[O:26], predict the reactants needed to synthesize it. The reactants are: [CH3:1][C:2]1([CH3:16])[C:6]([CH3:8])([CH3:7])[O:5][B:4]([C:9]2[CH:14]=[CH:13][C:12]([NH2:15])=[CH:11][CH:10]=2)[O:3]1.[Cl:17][C:18]1[CH:23]=[CH:22][C:21]([Cl:24])=[CH:20][C:19]=1[S:25](Cl)(=[O:27])=[O:26]. (2) Given the product [CH2:20]([O:19][C:17]([N:9]=[C:5]([O:6][CH2:7][CH3:8])[CH2:4][O:3][CH3:2])=[O:18])[CH3:21], predict the reactants needed to synthesize it. The reactants are: Cl.[CH3:2][O:3][CH2:4][C:5](=[NH:9])[O:6][CH2:7][CH3:8].N1C=CC=CC=1.Cl[C:17]([O:19][CH2:20][CH3:21])=[O:18].CCOC(C)=O. (3) Given the product [C:1]1([C:7]2[C:11]([C:12]([F:15])([F:14])[F:13])=[C:10]([C:16]3[S:17][C:18]4[C:28]5[C:23](=[CH:24][C:25]([CH:29]=[O:32])=[CH:26][CH:27]=5)[CH2:22][CH2:21][C:19]=4[N:20]=3)[O:9][N:8]=2)[CH:6]=[CH:5][CH:4]=[CH:3][CH:2]=1, predict the reactants needed to synthesize it. The reactants are: [C:1]1([C:7]2[C:11]([C:12]([F:15])([F:14])[F:13])=[C:10]([C:16]3[S:17][C:18]4[C:28]5[C:23](=[CH:24][C:25]([CH:29]([OH:32])CO)=[CH:26][CH:27]=5)[CH2:22][CH2:21][C:19]=4[N:20]=3)[O:9][N:8]=2)[CH:6]=[CH:5][CH:4]=[CH:3][CH:2]=1.I([O-])(=O)(=O)=O.[Na+]. (4) Given the product [NH2:12][C:13]1[N:14]=[C:15]([Cl:20])[CH:16]=[C:17]([C:3]2[CH:4]=[C:5]([Br:8])[CH:6]=[CH:7][C:2]=2[CH3:1])[N:18]=1, predict the reactants needed to synthesize it. The reactants are: [CH3:1][C:2]1[CH:7]=[CH:6][C:5]([Br:8])=[CH:4][C:3]=1B(O)O.[NH2:12][C:13]1[N:18]=[C:17](Cl)[CH:16]=[C:15]([Cl:20])[N:14]=1.C(=O)([O-])[O-].[Na+].[Na+].C1(P(C2C=CC=CC=2)C2C=CC=CC=2)C=CC=CC=1. (5) Given the product [CH2:33]([O:32][CH2:31][C@H:13]([NH:12][C:9](=[O:11])[CH2:8][C:6]1[NH:5][N:4]=[C:3]([CH3:2])[CH:7]=1)[C:14]([NH:16][C:17]1[CH:22]=[CH:21][C:20]([O:23][C:24]2[CH:29]=[CH:28][C:27]([F:30])=[CH:26][CH:25]=2)=[CH:19][CH:18]=1)=[O:15])[C:34]1[CH:39]=[CH:38][CH:37]=[CH:36][CH:35]=1, predict the reactants needed to synthesize it. The reactants are: Cl.[CH3:2][C:3]1[CH:7]=[C:6]([CH2:8][C:9]([OH:11])=O)[NH:5][N:4]=1.[NH2:12][C@@H:13]([CH2:31][O:32][CH2:33][C:34]1[CH:39]=[CH:38][CH:37]=[CH:36][CH:35]=1)[C:14]([NH:16][C:17]1[CH:22]=[CH:21][C:20]([O:23][C:24]2[CH:29]=[CH:28][C:27]([F:30])=[CH:26][CH:25]=2)=[CH:19][CH:18]=1)=[O:15]. (6) Given the product [CH:1]1([C:12]([OH:14])=[O:13])[CH2:6][CH2:5][CH:4]([C:7]([OH:18])=[O:8])[CH:3]([C:10]([OH:9])=[O:11])[CH2:2]1, predict the reactants needed to synthesize it. The reactants are: [CH:1]1([C:12]([OH:14])=[O:13])[CH2:6][CH2:5][CH:4]2[C:7]([O:9][C:10](=[O:11])[CH:3]2[CH2:2]1)=[O:8].C([OH:18])CC. (7) Given the product [C:29]([O:33][C:34](=[O:45])[NH:35][CH2:36][CH:37]([NH:44][C:5]1[N:10]=[C:9]([C:11]2[C:19]3[C:14](=[N:15][C:16]([NH:20][CH2:21][CH2:22][N:23]4[CH2:28][CH2:27][O:26][CH2:25][CH2:24]4)=[N:17][CH:18]=3)[NH:13][N:12]=2)[CH:8]=[CH:7][N:6]=1)[C:38]1[CH:39]=[CH:40][CH:41]=[CH:42][CH:43]=1)([CH3:32])([CH3:30])[CH3:31], predict the reactants needed to synthesize it. The reactants are: CS([C:5]1[N:10]=[C:9]([C:11]2[C:19]3[C:14](=[N:15][C:16]([NH:20][CH2:21][CH2:22][N:23]4[CH2:28][CH2:27][O:26][CH2:25][CH2:24]4)=[N:17][CH:18]=3)[NH:13][N:12]=2)[CH:8]=[CH:7][N:6]=1)(=O)=O.[C:29]([O:33][C:34](=[O:45])[NH:35][CH2:36][CH:37]([NH2:44])[C:38]1[CH:43]=[CH:42][CH:41]=[CH:40][CH:39]=1)([CH3:32])([CH3:31])[CH3:30]. (8) The reactants are: Br[C:2]1[N:10]=[CH:9][N:8]=[C:7]2[C:3]=1[N:4]=[CH:5][NH:6]2.[NH2:11][CH:12]([C:14]1[C:19]([C:20]2[CH:25]=[CH:24][CH:23]=[C:22]([F:26])[CH:21]=2)=[C:18]([N:27]2[CH2:31][CH2:30][CH2:29][C:28]2=[O:32])[C:17]([CH3:33])=[C:16]([Cl:34])[CH:15]=1)[CH3:13].C(N(CC)C(C)C)(C)C. Given the product [Cl:34][C:16]1[CH:15]=[C:14]([CH:12]([NH:11][C:2]2[N:10]=[CH:9][N:8]=[C:7]3[C:3]=2[N:4]=[CH:5][NH:6]3)[CH3:13])[C:19]([C:20]2[CH:25]=[CH:24][CH:23]=[C:22]([F:26])[CH:21]=2)=[C:18]([N:27]2[CH2:31][CH2:30][CH2:29][C:28]2=[O:32])[C:17]=1[CH3:33], predict the reactants needed to synthesize it. (9) Given the product [ClH:16].[NH2:7][C@H:3]([CH2:4][O:5][CH3:6])[C:2]([NH2:1])=[O:15], predict the reactants needed to synthesize it. The reactants are: [NH2:1][C:2](=[O:15])[C@H:3]([NH:7]C(=O)OC(C)(C)C)[CH2:4][O:5][CH3:6].[ClH:16]. (10) Given the product [CH3:34][O:33][CH2:37][CH2:18][N:17]1[CH:16]=[C:15]([CH2:30][O:23][CH3:21])[S:14]/[C:13]/1=[N:12]\[C:10]([C:4]12[CH2:5][CH:6]3[CH2:9][CH:2]([CH2:1][CH:8]1[CH2:7]3)[CH2:3]2)=[O:11], predict the reactants needed to synthesize it. The reactants are: [CH2:1]1[CH:8]2[C:4]3([C:10]([N:12]=[C:13]4[N:17]([CH2:18]O)[CH:16]=[CH:15][S:14]4)=[O:11])[CH2:5][CH:6]([CH2:9][CH:2]1[CH2:3]3)[CH2:7]2.C[C:21](C)([O-:23])C.[K+].S(OC)(O[CH3:30])(=O)=O.[O:33]1[CH2:37]CC[CH2:34]1.